From a dataset of Forward reaction prediction with 1.9M reactions from USPTO patents (1976-2016). Predict the product of the given reaction. (1) Given the reactants C([NH:8][CH:9]1[CH2:14][CH2:13][CH:12]([N:15]2[C:26]3=[C:27]4[C:22](=[CH:23][CH:24]=[CH:25]3)[CH:21]=[N:20][CH:19]=[C:18]4[CH2:17][CH2:16]2)[CH2:11][CH2:10]1)C1C=CC=CC=1, predict the reaction product. The product is: [NH2:8][CH:9]1[CH2:10][CH2:11][CH:12]([N:15]2[C:26]3=[C:27]4[C:22](=[CH:23][CH:24]=[CH:25]3)[CH:21]=[N:20][CH:19]=[C:18]4[CH2:17][CH2:16]2)[CH2:13][CH2:14]1. (2) Given the reactants [N+:1]([C:4]1[CH:12]=[C:7]2[CH2:8][NH:9][CH2:10][CH2:11][N:6]2[N:5]=1)([O-:3])=[O:2].[C:13](Cl)(=[O:15])[CH3:14].C([O-])([O-])=O.[K+].[K+], predict the reaction product. The product is: [N+:1]([C:4]1[CH:12]=[C:7]2[CH2:8][N:9]([C:13](=[O:15])[CH3:14])[CH2:10][CH2:11][N:6]2[N:5]=1)([O-:3])=[O:2]. (3) Given the reactants Br[C:2]1[CH:7]=[CH:6][C:5]([Br:8])=[CH:4][N:3]=1.[Cl:9][C:10]1[CH:11]=[C:12]([NH2:16])[CH:13]=[CH:14][CH:15]=1, predict the reaction product. The product is: [Br:8][C:5]1[CH:6]=[CH:7][C:2]([NH:16][C:12]2[CH:13]=[CH:14][CH:15]=[C:10]([Cl:9])[CH:11]=2)=[N:3][CH:4]=1. (4) The product is: [Br:1][C:2]1[CH:3]=[C:4]2[C:9](=[CH:10][CH:11]=1)[N:8]=[C:7]([Cl:15])[N:6]=[CH:5]2. Given the reactants [Br:1][C:2]1[CH:3]=[C:4]2[C:9](=[CH:10][CH:11]=1)[N:8]=[C:7](N)[N:6]=[CH:5]2.C[Si](C)(C)[Cl:15].C(ON=O)(C)(C)C.N([O-])=O, predict the reaction product. (5) The product is: [F:3][C:4]1[CH:5]=[C:6]([CH:19]=[CH:20][C:21]=1[S:22]([CH3:27])(=[N:24][C:25]#[N:26])=[O:23])[CH2:7][NH2:8]. Given the reactants NN.[F:3][C:4]1[CH:5]=[C:6]([CH:19]=[CH:20][C:21]=1[S:22]([CH3:27])(=[N:24][C:25]#[N:26])=[O:23])[CH2:7][N:8]1C(=O)C2C(=CC=CC=2)C1=O.ClCCl, predict the reaction product. (6) Given the reactants [O:1]=[C:2]1[C:7]2[CH:8]=[CH:9][S:10][C:6]=2[C:5]([C:11]#[N:12])=[CH:4][NH:3]1.CN(C=O)C.C(O)(=O)C.[Br:22]N1C(=O)CCC1=O.C([O-])(O)=O.[Na+], predict the reaction product. The product is: [Br:22][C:9]1[S:10][C:6]2[C:5]([C:11]#[N:12])=[CH:4][NH:3][C:2](=[O:1])[C:7]=2[CH:8]=1. (7) Given the reactants FC1C=CC([S:8]([Cl:11])(=[O:10])=[O:9])=CC=1OC.N[C:15]1[CH:16]=[CH:17][C:18]([C:21]#[N:22])=[N:19][CH:20]=1, predict the reaction product. The product is: [C:21]([C:18]1[N:19]=[CH:20][C:15]([S:8]([Cl:11])(=[O:10])=[O:9])=[CH:16][CH:17]=1)#[N:22]. (8) The product is: [C:10]([C:12]1[C:13]([OH:14])=[N:15][CH:8]=[C:6]([OH:7])[C:5]=1[CH3:4])#[N:11]. Given the reactants C(O[C:4](=O)[CH2:5][C:6]([CH3:8])=[O:7])C.[C:10]([CH2:12][C:13]([NH2:15])=[O:14])#[N:11].P(Cl)(Cl)(Cl)=O, predict the reaction product. (9) Given the reactants [CH2:1]([O:4][CH2:5][CH2:6][CH2:7][CH2:8][CH2:9][CH2:10][CH2:11][Br:12])[C:2]#[CH:3].Br[C:14]1[CH:15]=[C:16]([S:20]([NH2:23])(=[O:22])=[O:21])[CH:17]=[CH:18][CH:19]=1.CCN(CC)CC, predict the reaction product. The product is: [Br:12][CH2:11][CH2:10][CH2:9][CH2:8][CH2:7][CH2:6][CH2:5][O:4][CH2:1][C:2]#[C:3][C:14]1[CH:15]=[C:16]([S:20]([NH2:23])(=[O:22])=[O:21])[CH:17]=[CH:18][CH:19]=1. (10) Given the reactants [NH2:1][CH2:2][C:3]([CH3:9])([CH3:8])[C:4]([O:6][CH3:7])=[O:5].CCN(CC)CC.[CH3:17][S:18](Cl)(=[O:20])=[O:19], predict the reaction product. The product is: [CH3:8][C:3]([CH3:9])([CH2:2][NH:1][S:18]([CH3:17])(=[O:20])=[O:19])[C:4]([O:6][CH3:7])=[O:5].